Dataset: Forward reaction prediction with 1.9M reactions from USPTO patents (1976-2016). Task: Predict the product of the given reaction. The product is: [CH2:1]([C:5]12[CH2:17][C:18](=[O:20])[CH:19]=[C:6]1[C:7]1[CH:8]=[CH:9][C:10]([O:14][CH3:15])=[CH:11][C:12]=1[CH2:13]2)[CH2:2][CH2:3][CH3:4]. Given the reactants [CH2:1]([C:5]1([CH2:17][C:18](=[O:20])[CH3:19])[CH2:13][C:12]2[C:7](=[CH:8][CH:9]=[C:10]([O:14][CH3:15])[CH:11]=2)[C:6]1=O)[CH2:2][CH2:3][CH3:4], predict the reaction product.